This data is from Peptide-MHC class I binding affinity with 185,985 pairs from IEDB/IMGT. The task is: Regression. Given a peptide amino acid sequence and an MHC pseudo amino acid sequence, predict their binding affinity value. This is MHC class I binding data. (1) The peptide sequence is FQFICNLLL. The MHC is HLA-A02:01 with pseudo-sequence HLA-A02:01. The binding affinity (normalized) is 0.797. (2) The peptide sequence is EVRKAIEFV. The MHC is HLA-A66:01 with pseudo-sequence HLA-A66:01. The binding affinity (normalized) is 0.479.